From a dataset of Catalyst prediction with 721,799 reactions and 888 catalyst types from USPTO. Predict which catalyst facilitates the given reaction. (1) Reactant: [H-].[Na+].[CH:3]1([OH:8])[CH2:7][CH2:6][CH2:5][CH2:4]1.Cl[C:10]1[N:15]=[C:14]([C:16]([O:18][CH:19]2[CH2:23][CH2:22][CH2:21][CH2:20]2)=[O:17])[CH:13]=[CH:12][C:11]=1[O:24][CH3:25].[Cl-].[NH4+]. Product: [CH:3]1([O:8][C:10]2[N:15]=[C:14]([C:16]([O:18][CH:19]3[CH2:23][CH2:22][CH2:21][CH2:20]3)=[O:17])[CH:13]=[CH:12][C:11]=2[O:24][CH3:25])[CH2:7][CH2:6][CH2:5][CH2:4]1. The catalyst class is: 7. (2) Reactant: CC(C)([O-])C.[K+].[I:7][C:8]1[C:16]2[C:11](=[CH:12][C:13]([C:17]([N:19]3[CH2:24][CH2:23][O:22][CH2:21][CH2:20]3)=[O:18])=[CH:14][CH:15]=2)[NH:10][CH:9]=1.Cl[C:26]1[N:31]=[CH:30][C:29]([C:32]2[CH:37]=[CH:36][CH:35]=[CH:34][C:33]=2[F:38])=[CH:28][N:27]=1. Product: [F:38][C:33]1[CH:34]=[CH:35][CH:36]=[CH:37][C:32]=1[C:29]1[CH:30]=[N:31][C:26]([N:10]2[C:11]3[C:16](=[CH:15][CH:14]=[C:13]([C:17]([N:19]4[CH2:24][CH2:23][O:22][CH2:21][CH2:20]4)=[O:18])[CH:12]=3)[C:8]([I:7])=[CH:9]2)=[N:27][CH:28]=1. The catalyst class is: 18. (3) Reactant: [I:1][C:2]1[C:3]([NH:16][S:17]([CH3:20])(=[O:19])=[O:18])=[CH:4][C:5]([O:14][CH3:15])=[C:6]([NH:8]C(=O)OCC)[CH:7]=1.Cl. Product: [I:1][C:2]1[C:3]([NH:16][S:17]([CH3:20])(=[O:19])=[O:18])=[CH:4][C:5]([O:14][CH3:15])=[C:6]([CH:7]=1)[NH2:8]. The catalyst class is: 74. (4) Reactant: [F:1][C:2]1[CH:10]=[CH:9][C:5]([C:6]([OH:8])=[O:7])=[CH:4][C:3]=1[N+:11]([O-:13])=[O:12].[C:14](Cl)(=O)C(Cl)=O. Product: [CH3:14][O:7][C:6](=[O:8])[C:5]1[CH:9]=[CH:10][C:2]([F:1])=[C:3]([N+:11]([O-:13])=[O:12])[CH:4]=1. The catalyst class is: 5. (5) Reactant: [OH-].[Na+].C[O:4][C:5]([C:7]1[O:8][C:9]([C:12]2[CH:17]=[CH:16][CH:15]=[CH:14][CH:13]=2)=[CH:10][CH:11]=1)=[O:6]. Product: [C:12]1([C:9]2[O:8][C:7]([C:5]([OH:6])=[O:4])=[CH:11][CH:10]=2)[CH:13]=[CH:14][CH:15]=[CH:16][CH:17]=1. The catalyst class is: 72. (6) Reactant: [C:1]([O:5][C:6]([N:8]1[CH2:13][CH2:12][N:11]([C:14]2[C:23]3[C:18](=[C:19]([O:26][CH3:27])[C:20](Br)=[C:21]([Cl:24])[CH:22]=3)[N:17]=[CH:16][N:15]=2)[CH2:10][CH2:9]1)=[O:7])([CH3:4])([CH3:3])[CH3:2].[F:28][C:29]1[CH:34]=[C:33]([F:35])[CH:32]=[CH:31][C:30]=1B(O)O.C([O-])([O-])=O.[Na+].[Na+]. Product: [C:1]([O:5][C:6]([N:8]1[CH2:13][CH2:12][N:11]([C:14]2[C:23]3[C:18](=[C:19]([O:26][CH3:27])[C:20]([C:32]4[CH:31]=[CH:30][C:29]([F:28])=[CH:34][C:33]=4[F:35])=[C:21]([Cl:24])[CH:22]=3)[N:17]=[CH:16][N:15]=2)[CH2:10][CH2:9]1)=[O:7])([CH3:4])([CH3:3])[CH3:2]. The catalyst class is: 70. (7) Product: [NH2:33][C@H:23]([C:12]1[C:11]([C:8]2[CH:9]=[CH:10][C:2]([Cl:1])=[C:3]3[C:7]=2[N:6]([CH3:41])[N:5]=[C:4]3[NH:42][S:43]([CH3:46])(=[O:45])=[O:44])=[CH:16][C:15]([C:17]2[CH:18]=[CH:19][CH:20]=[CH:21][CH:22]=2)=[CH:14][N:13]=1)[CH2:24][C:25]1[CH:26]=[C:27]([F:32])[CH:28]=[C:29]([F:31])[CH:30]=1. The catalyst class is: 2. Reactant: [Cl:1][C:2]1[CH:10]=[CH:9][C:8]([C:11]2[C:12]([C@@H:23]([NH:33]C(=O)OC(C)(C)C)[CH2:24][C:25]3[CH:30]=[C:29]([F:31])[CH:28]=[C:27]([F:32])[CH:26]=3)=[N:13][CH:14]=[C:15]([C:17]3[CH:22]=[CH:21][CH:20]=[CH:19][CH:18]=3)[CH:16]=2)=[C:7]2[C:3]=1[C:4]([NH:42][S:43]([CH3:46])(=[O:45])=[O:44])=[N:5][N:6]2[CH3:41].C(O)(C(F)(F)F)=O.